From a dataset of Catalyst prediction with 721,799 reactions and 888 catalyst types from USPTO. Predict which catalyst facilitates the given reaction. (1) Reactant: [H-].[Na+].[C:3]([C:5]1[C:10]([C:11]2[NH:15][CH:14]=[C:13]([CH2:16][N:17]([CH3:25])[C:18](=[O:24])[O:19][C:20]([CH3:23])([CH3:22])[CH3:21])[C:12]=2[F:26])=[CH:9][CH:8]=[CH:7][N:6]=1)#[N:4].C1OCCOCCOCCOCCOC1.[F:42][C:43]1[CH:44]=[C:45]([S:49](Cl)(=[O:51])=[O:50])[CH:46]=[CH:47][CH:48]=1. Product: [C:3]([C:5]1[C:10]([C:11]2[N:15]([S:49]([C:45]3[CH:46]=[CH:47][CH:48]=[C:43]([F:42])[CH:44]=3)(=[O:51])=[O:50])[CH:14]=[C:13]([CH2:16][N:17]([CH3:25])[C:18](=[O:24])[O:19][C:20]([CH3:22])([CH3:23])[CH3:21])[C:12]=2[F:26])=[CH:9][CH:8]=[CH:7][N:6]=1)#[N:4]. The catalyst class is: 30. (2) Reactant: [NH2:1][C:2]1[CH:10]=[CH:9][C:8]([Br:11])=[CH:7][C:3]=1[C:4]([OH:6])=O.[CH3:12]OC(OC)OC.C(O)(=O)C.[NH2:23][C:24]1[CH:25]=[C:26]([CH:31]=[CH:32][C:33]=1[CH3:34])[C:27]([O:29][CH3:30])=[O:28]. Product: [Br:11][C:8]1[CH:7]=[C:3]2[C:2](=[CH:10][CH:9]=1)[N:1]=[CH:12][N:23]([C:24]1[CH:25]=[C:26]([CH:31]=[CH:32][C:33]=1[CH3:34])[C:27]([O:29][CH3:30])=[O:28])[C:4]2=[O:6]. The catalyst class is: 260. (3) Reactant: [F:1][C:2]1[C:10]([O:11][C:12]2[C:21]3[C:16](=[CH:17][C:18]([O:24][CH2:25][CH:26]4[CH2:31][CH2:30][NH:29][CH2:28][CH2:27]4)=[C:19]([O:22][CH3:23])[CH:20]=3)[N:15]=[CH:14][N:13]=2)=[CH:9][CH:8]=[C:7]2[C:3]=1[CH:4]=[C:5]([CH3:32])[NH:6]2.C(N(C(C)C)CC)(C)C.FC(F)(F)S(O[CH2:48][C:49]([F:52])([F:51])[F:50])(=O)=O. Product: [F:1][C:2]1[C:10]([O:11][C:12]2[C:21]3[C:16](=[CH:17][C:18]([O:24][CH2:25][CH:26]4[CH2:31][CH2:30][N:29]([CH2:48][C:49]([F:52])([F:51])[F:50])[CH2:28][CH2:27]4)=[C:19]([O:22][CH3:23])[CH:20]=3)[N:15]=[CH:14][N:13]=2)=[CH:9][CH:8]=[C:7]2[C:3]=1[CH:4]=[C:5]([CH3:32])[NH:6]2. The catalyst class is: 7. (4) Reactant: [CH:1]1([CH:7]([NH:24][C:25]2[CH:33]=[CH:32][C:28]([C:29](O)=[O:30])=[CH:27][CH:26]=2)[C:8]2[C:9]([CH2:22][CH3:23])=[N:10][N:11]([C:13]3[CH:18]=[CH:17][CH:16]=[C:15]([O:19][CH2:20][CH3:21])[CH:14]=3)[CH:12]=2)[CH2:6][CH2:5][CH2:4][CH2:3][CH2:2]1.Cl.C(N=C=NCCCN(C)C)C.ON1C2C=CC=CC=2N=N1.[NH2:56][CH2:57][CH:58]([CH3:63])[C:59]([O:61][CH3:62])=[O:60]. Product: [CH:1]1([CH:7]([NH:24][C:25]2[CH:33]=[CH:32][C:28]([C:29]([NH:56][CH2:57][CH:58]([CH3:63])[C:59]([O:61][CH3:62])=[O:60])=[O:30])=[CH:27][CH:26]=2)[C:8]2[C:9]([CH2:22][CH3:23])=[N:10][N:11]([C:13]3[CH:18]=[CH:17][CH:16]=[C:15]([O:19][CH2:20][CH3:21])[CH:14]=3)[CH:12]=2)[CH2:2][CH2:3][CH2:4][CH2:5][CH2:6]1. The catalyst class is: 35.